This data is from Forward reaction prediction with 1.9M reactions from USPTO patents (1976-2016). The task is: Predict the product of the given reaction. (1) Given the reactants [N:1]1[CH:6]=[CH:5][CH:4]=[C:3]([NH2:7])[N:2]=1.[Cl:8][C:9]1[CH:10]=[C:11]([S:16](Cl)(=[O:18])=[O:17])[CH:12]=[CH:13][C:14]=1[F:15].N12CCN(CC1)CC2, predict the reaction product. The product is: [Cl:8][C:9]1[CH:10]=[C:11]([S:16]([NH:7][C:3]2[N:2]=[N:1][CH:6]=[CH:5][CH:4]=2)(=[O:17])=[O:18])[CH:12]=[CH:13][C:14]=1[F:15]. (2) Given the reactants [F:1][CH:2]([F:40])[C:3]1[C:8]([F:9])=[C:7]([S:10](=[O:19])(=[O:18])[NH:11][C@@H:12]([CH3:17])[C:13]([F:16])([F:15])[F:14])[CH:6]=[CH:5][C:4]=1[C:20]1[S:24][C:23]([C:25]2[CH:29]=[C:28]([CH2:30][C:31]([CH3:37])([CH3:36])[C:32]([O:34][CH3:35])=[O:33])[O:27][N:26]=2)=[N:22][C:21]=1[CH2:38][OH:39].C(O)(=[O:43])C.C(O)(=O)C.IC1C=CC=CC=1.CC1(C)N([O])C(C)(C)CCC1, predict the reaction product. The product is: [F:40][CH:2]([F:1])[C:3]1[C:8]([F:9])=[C:7]([S:10](=[O:18])(=[O:19])[NH:11][C@@H:12]([CH3:17])[C:13]([F:16])([F:15])[F:14])[CH:6]=[CH:5][C:4]=1[C:20]1[S:24][C:23]([C:25]2[CH:29]=[C:28]([CH2:30][C:31]([CH3:37])([CH3:36])[C:32]([O:34][CH3:35])=[O:33])[O:27][N:26]=2)=[N:22][C:21]=1[C:38]([OH:43])=[O:39]. (3) Given the reactants [O:1]1[C:5]2[CH:6]=[CH:7][C:8]([C:10]3([C:13]([NH:15][C:16]4[CH:17]=[C:18]5[C:22](=[C:23]([C:25]([O:27]C)=[O:26])[CH:24]=4)[NH:21][C:20]([C:29]([CH3:32])([CH3:31])[CH3:30])=[CH:19]5)=[O:14])[CH2:12][CH2:11]3)=[CH:9][C:4]=2[O:3][CH2:2]1.[OH-].[Li+].Cl, predict the reaction product. The product is: [O:1]1[C:5]2[CH:6]=[CH:7][C:8]([C:10]3([C:13]([NH:15][C:16]4[CH:17]=[C:18]5[C:22](=[C:23]([C:25]([OH:27])=[O:26])[CH:24]=4)[NH:21][C:20]([C:29]([CH3:32])([CH3:31])[CH3:30])=[CH:19]5)=[O:14])[CH2:12][CH2:11]3)=[CH:9][C:4]=2[O:3][CH2:2]1. (4) Given the reactants C([O:5][C:6]([C:8]1[N:13]=[CH:12][C:11]([O:14][C:15]2[C:20]3[CH2:21][C:22]([CH3:25])([CH3:24])[O:23][C:19]=3[CH:18]=[C:17]([C:26]([O:28][CH3:29])=[O:27])[CH:16]=2)=[CH:10][N:9]=1)=[O:7])(C)(C)C, predict the reaction product. The product is: [CH3:29][O:28][C:26]([C:17]1[CH:16]=[C:15]([O:14][C:11]2[CH:12]=[N:13][C:8]([C:6]([OH:7])=[O:5])=[N:9][CH:10]=2)[C:20]2[CH2:21][C:22]([CH3:25])([CH3:24])[O:23][C:19]=2[CH:18]=1)=[O:27]. (5) Given the reactants [NH2:1][C@@H:2]([CH2:5][CH2:6][C:7]1[C:16]2[C:11](=[CH:12][CH:13]=[CH:14][CH:15]=2)[N:10]=[C:9]([N:17]2[CH2:23][CH2:22][CH2:21][C:20]3[CH:24]=[CH:25][CH:26]=[CH:27][C:19]=3[CH2:18]2)[CH:8]=1)[CH2:3][OH:4].C([O-])(=O)C.[K+].O.[N:34]#[C:35]Br, predict the reaction product. The product is: [CH2:18]1[C:19]2[CH:27]=[CH:26][CH:25]=[CH:24][C:20]=2[CH2:21][CH2:22][CH2:23][N:17]1[C:9]1[CH:8]=[C:7]([CH2:6][CH2:5][C@H:2]2[CH2:3][O:4][C:35]([NH2:34])=[N:1]2)[C:16]2[C:11](=[CH:12][CH:13]=[CH:14][CH:15]=2)[N:10]=1. (6) Given the reactants [S:1]1[CH:5]=[CH:4][CH:3]=[C:2]1[S:6]([NH:9][C:10]1[CH:11]=[CH:12][CH:13]=[C:14]2[C:18]=1[NH:17][C:16]([C:19]1[S:20][CH:21]=[C:22]([C:24](OCC)=[O:25])[N:23]=1)=[CH:15]2)(=[O:8])=[O:7].O1CCCC1.[H-].[Al+3].[Li+].[H-].[H-].[H-].[Cl-].[NH4+], predict the reaction product. The product is: [OH:25][CH2:24][C:22]1[N:23]=[C:19]([C:16]2[NH:17][C:18]3[C:14]([CH:15]=2)=[CH:13][CH:12]=[CH:11][C:10]=3[NH:9][S:6]([C:2]2[S:1][CH:5]=[CH:4][CH:3]=2)(=[O:8])=[O:7])[S:20][CH:21]=1. (7) Given the reactants [CH3:1][N:2]1[CH:6]=[C:5](B2OC(C)(C)C(C)(C)O2)[CH:4]=[N:3]1.Br[C:17]1[C:25]2[N:24]=[C:23]([C:26]3([C:39]#[N:40])[CH2:31][CH2:30][N:29]([C:32]([O:34][C:35]([CH3:38])([CH3:37])[CH3:36])=[O:33])[CH2:28][CH2:27]3)[N:22]([S:41](=[O:46])(=[O:45])[N:42]([CH3:44])[CH3:43])[C:21]=2[CH:20]=[C:19]([Cl:47])[CH:18]=1, predict the reaction product. The product is: [Cl:47][C:19]1[CH:18]=[C:17]([C:5]2[CH:4]=[N:3][N:2]([CH3:1])[CH:6]=2)[C:25]2[N:24]=[C:23]([C:26]3([C:39]#[N:40])[CH2:27][CH2:28][N:29]([C:32]([O:34][C:35]([CH3:38])([CH3:37])[CH3:36])=[O:33])[CH2:30][CH2:31]3)[N:22]([S:41](=[O:46])(=[O:45])[N:42]([CH3:44])[CH3:43])[C:21]=2[CH:20]=1. (8) Given the reactants N1C2C(=CC=CC=2)C(C(=O)[CH2:11][C:12]2([OH:29])[C:20]3[C:15](=[CH:16][CH:17]=[C:18]([CH3:21])[CH:19]=3)[N:14]([CH2:22][CH2:23][CH2:24][N:25]=[N+:26]=[N-:27])[C:13]2=[O:28])=C1.N(CCCN1C2C(=CC(C)=CC=2)C(=O)C1=O)=[N+]=[N-].[CH3:49][O:50][C:51]1[N:56]=[C:55]([C:57](=[O:59])C)[CH:54]=[CH:53][CH:52]=1, predict the reaction product. The product is: [N:25]([CH2:24][CH2:23][CH2:22][N:14]1[C:15]2[C:20](=[CH:19][C:18]([CH3:21])=[CH:17][CH:16]=2)[C:12]([OH:29])([CH2:11][C:57]([C:55]2[CH:54]=[CH:53][CH:52]=[C:51]([O:50][CH3:49])[N:56]=2)=[O:59])[C:13]1=[O:28])=[N+:26]=[N-:27].